Dataset: Reaction yield outcomes from USPTO patents with 853,638 reactions. Task: Predict the reaction yield, written as a fraction of the theoretical maximum amount of product (1.0 means a 100% yield; for example, 0.34 means a 34% yield). (1) The reactants are [CH3:1][O:2][CH2:3][C@@H:4]1[CH2:8][N:7](C(OC(C)(C)C)=O)[C@H:6]([C:16]2[NH:17][C:18]([C:21]3[CH:26]=[CH:25][C:24]([B:27]4[O:31][C:30]([CH3:33])([CH3:32])[C:29]([CH3:35])([CH3:34])[O:28]4)=[CH:23][CH:22]=3)=[CH:19][N:20]=2)[CH2:5]1.Cl.[CH3:37][O:38][C:39]([NH:41][C@@H:42]([CH:46]1[CH2:51][CH2:50][O:49][CH2:48][CH2:47]1)[C:43](O)=[O:44])=[O:40].CN(C(ON1N=NC2C=CC=NC1=2)=[N+](C)C)C.F[P-](F)(F)(F)(F)F.CCN(C(C)C)C(C)C. The catalyst is C(Cl)Cl.CO. The product is [CH3:1][O:2][CH2:3][C@@H:4]1[CH2:8][N:7]([C:43](=[O:44])[C@@H:42]([NH:41][C:39](=[O:40])[O:38][CH3:37])[CH:46]2[CH2:51][CH2:50][O:49][CH2:48][CH2:47]2)[C@H:6]([C:16]2[NH:17][C:18]([C:21]3[CH:26]=[CH:25][C:24]([B:27]4[O:28][C:29]([CH3:34])([CH3:35])[C:30]([CH3:32])([CH3:33])[O:31]4)=[CH:23][CH:22]=3)=[CH:19][N:20]=2)[CH2:5]1. The yield is 0.800. (2) The reactants are [F:1][C:2]1[CH:7]=[CH:6][CH:5]=[C:4]([F:8])[C:3]=1[OH:9].[Br:10]N1C(=O)CCC1=O. The catalyst is CN(C=O)C. The product is [Br:10][C:6]1[CH:7]=[C:2]([F:1])[C:3]([OH:9])=[C:4]([F:8])[CH:5]=1. The yield is 0.930. (3) The reactants are S([O-])(O)(=O)=O.[K+].[Cl:7][C:8]1[N:13]=[CH:12][C:11]([CH2:14][N:15]([CH2:25][CH:26]([F:28])[F:27])[C:16]([C:18]2[C:19](=[O:24])[O:20][CH2:21]C=2O)=O)=[CH:10][CH:9]=1. The catalyst is C(#N)CCC. The product is [Cl:7][C:8]1[N:13]=[CH:12][C:11]([CH2:14][N:15]([CH2:25][CH:26]([F:27])[F:28])[C:16]2[CH2:21][O:20][C:19](=[O:24])[CH:18]=2)=[CH:10][CH:9]=1. The yield is 0.770.